Dataset: Forward reaction prediction with 1.9M reactions from USPTO patents (1976-2016). Task: Predict the product of the given reaction. (1) Given the reactants Cl[C:2]1[CH:23]=[CH:22][C:5]([C:6]([NH:8][C:9]2[CH:14]=[CH:13][C:12]([Cl:15])=[C:11]([C:16]3[CH:21]=[CH:20][CH:19]=[CH:18][N:17]=3)[CH:10]=2)=[O:7])=[C:4]([CH3:24])[N:3]=1.[CH3:25][C@H:26]([OH:29])[CH2:27][NH2:28], predict the reaction product. The product is: [Cl:15][C:12]1[CH:13]=[CH:14][C:9]([NH:8][C:6](=[O:7])[C:5]2[CH:22]=[CH:23][C:2]([NH:28][CH2:27][C@@H:26]([OH:29])[CH3:25])=[N:3][C:4]=2[CH3:24])=[CH:10][C:11]=1[C:16]1[CH:21]=[CH:20][CH:19]=[CH:18][N:17]=1. (2) Given the reactants [Cl:1][C:2]1[CH:7]=[CH:6][C:5]([C:8]2[C:13]([C:14]([O:16]C)=[O:15])=[CH:12][N:11]=[CH:10][C:9]=2[F:18])=[C:4]([F:19])[CH:3]=1.[Li+].[OH-], predict the reaction product. The product is: [Cl:1][C:2]1[CH:7]=[CH:6][C:5]([C:8]2[C:13]([C:14]([OH:16])=[O:15])=[CH:12][N:11]=[CH:10][C:9]=2[F:18])=[C:4]([F:19])[CH:3]=1. (3) Given the reactants [Cl:1][CH2:2][CH2:3][CH2:4][S:5]([O:8][CH2:9][C:10]([CH3:26])([CH3:25])[CH:11]([O:15][CH2:16][C:17]1[CH:22]=[CH:21][C:20]([O:23][CH3:24])=[CH:19][CH:18]=1)[C:12]([OH:14])=[O:13])(=[O:7])=[O:6].C(Cl)(=O)C(Cl)=O.[N:33]1([CH2:39][CH2:40]O)[CH2:38][CH2:37][O:36][CH2:35][CH2:34]1, predict the reaction product. The product is: [Cl:1][CH2:2][CH2:3][CH2:4][S:5]([O:8][CH2:9][C:10]([CH3:26])([CH3:25])[CH:11]([O:15][CH2:16][C:17]1[CH:22]=[CH:21][C:20]([O:23][CH3:24])=[CH:19][CH:18]=1)[C:12]([O:14][CH2:40][CH2:39][N:33]1[CH2:38][CH2:37][O:36][CH2:35][CH2:34]1)=[O:13])(=[O:7])=[O:6]. (4) Given the reactants [Li]CCCC.[NH:6]1[CH2:10][CH2:9][CH2:8][C:7]1=[O:11].[CH3:12][S:13](Cl)(=[O:15])=[O:14], predict the reaction product. The product is: [CH3:12][S:13]([N:6]1[CH2:10][CH2:9][CH2:8][C:7]1=[O:11])(=[O:15])=[O:14]. (5) Given the reactants [C:1]([C:3]1[CH:8]=[CH:7][C:6]([C:9](=[O:13])[C:10]([OH:12])=O)=[CH:5][CH:4]=1)#[N:2].S(Cl)(Cl)=O.[NH2:18][C:19]1[CH:20]=[C:21]2[C:26](=[CH:27][CH:28]=1)[C:24](=[O:25])[O:23][CH2:22]2, predict the reaction product. The product is: [C:1]([C:3]1[CH:4]=[CH:5][C:6]([C:9](=[O:13])[C:10]([NH:18][C:19]2[CH:20]=[C:21]3[C:26](=[CH:27][CH:28]=2)[C:24](=[O:25])[O:23][CH2:22]3)=[O:12])=[CH:7][CH:8]=1)#[N:2]. (6) Given the reactants Cl[C:2]1[CH:3]=[C:4]([CH:7]=[CH:8][N:9]=1)[C:5]#[N:6].[CH3:10][NH2:11].C([O-])(O)=O.[Na+], predict the reaction product. The product is: [CH3:10][NH:11][C:2]1[CH:3]=[C:4]([CH:7]=[CH:8][N:9]=1)[C:5]#[N:6]. (7) Given the reactants Cl[C:2]1[C:11]2[C:6](=[CH:7][CH:8]=[CH:9][CH:10]=2)[N:5]=[C:4]([CH2:12][Cl:13])[N:3]=1.Cl.[NH2:15][C@H:16]([C:21]([NH2:23])=[O:22])[CH2:17][CH:18]([CH3:20])[CH3:19].C(=O)([O-])[O-].[K+].[K+], predict the reaction product. The product is: [Cl:13][CH2:12][C:4]1[N:3]=[C:2]([NH:15][C@@H:16]([CH2:17][CH:18]([CH3:20])[CH3:19])[C:21]([NH2:23])=[O:22])[C:11]2[C:6](=[CH:7][CH:8]=[CH:9][CH:10]=2)[N:5]=1. (8) Given the reactants BrC[C:3]1[CH:4]=[C:5]([CH:9]=[CH:10][CH:11]=1)[C:6]([OH:8])=[O:7].[NH:12]1[CH2:17][CH2:16][NH:15][CH2:14][C:13]1=[O:18].[C:19](=O)([O-])[O-].[K+].[K+].Cl, predict the reaction product. The product is: [O:18]=[C:13]1[NH:12][CH2:17][CH2:16][N:15]([CH2:19][C:11]2[CH:3]=[CH:4][C:5]([C:6]([OH:8])=[O:7])=[CH:9][CH:10]=2)[CH2:14]1. (9) Given the reactants [CH3:1][O:2][CH2:3][N:4]1[C:8]2[CH:9]=[CH:10][C:11]([CH2:13][C:14]([O:16][C:17]([CH3:20])([CH3:19])[CH3:18])=[O:15])=[CH:12][C:7]=2[S:6][C:5]1=[O:21].[CH3:22][Si]([N-][Si](C)(C)C)(C)C.[Li+].CI, predict the reaction product. The product is: [CH3:1][O:2][CH2:3][N:4]1[C:8]2[CH:9]=[CH:10][C:11]([CH:13]([CH3:22])[C:14]([O:16][C:17]([CH3:18])([CH3:20])[CH3:19])=[O:15])=[CH:12][C:7]=2[S:6][C:5]1=[O:21].